This data is from Full USPTO retrosynthesis dataset with 1.9M reactions from patents (1976-2016). The task is: Predict the reactants needed to synthesize the given product. The reactants are: [Cl:1][C:2]1[CH:12]=[CH:11][CH:10]=[CH:9][C:3]=1[CH2:4][NH:5][CH:6]([CH3:8])[CH3:7].[Cl:13][C:14]1[N:18]([CH2:19][C:20]2[CH:25]=[C:24]([Cl:26])[CH:23]=[C:22]([Cl:27])[CH:21]=2)[N:17]=[N:16][C:15]=1[C:28](O)=[O:29].CCN=C=NCCCN(C)C.C1C=NC2N(O)N=NC=2C=1.CCN(C(C)C)C(C)C. Given the product [Cl:1][C:2]1[CH:12]=[CH:11][CH:10]=[CH:9][C:3]=1[CH2:4][N:5]([CH:6]([CH3:8])[CH3:7])[C:28]([C:15]1[N:16]=[N:17][N:18]([CH2:19][C:20]2[CH:25]=[C:24]([Cl:26])[CH:23]=[C:22]([Cl:27])[CH:21]=2)[C:14]=1[Cl:13])=[O:29], predict the reactants needed to synthesize it.